Dataset: Forward reaction prediction with 1.9M reactions from USPTO patents (1976-2016). Task: Predict the product of the given reaction. (1) Given the reactants [CH:1]1[C:11]2[CH2:10][CH2:9][C:8]3[CH:12]=[CH:13][CH:14]=[CH:15][C:7]=3[C:6](=[CH:16][C:17]3[CH:22]=[CH:21][CH:20]=[CH:19][C:18]=3B(O)O)[C:5]=2[CH:4]=[CH:3][CH:2]=1.Cl[C:27]1[CH:32]=[CH:31][CH:30]=[CH:29][N:28]=1, predict the reaction product. The product is: [CH:1]1[C:11]2[CH2:10][CH2:9][C:8]3[CH:12]=[CH:13][CH:14]=[CH:15][C:7]=3[C:6](=[CH:16][C:17]3[CH:22]=[CH:21][CH:20]=[CH:19][C:18]=3[C:27]3[CH:32]=[CH:31][CH:30]=[CH:29][N:28]=3)[C:5]=2[CH:4]=[CH:3][CH:2]=1. (2) Given the reactants [H-].[Al+3].[Li+].[H-].[H-].[H-].[CH2:7]([N:14]1[CH2:32][CH2:31][C:17]2([C:21](=O)[NH:20][C:19](=O)[CH:18]2[C:24]2[CH:29]=[CH:28][C:27]([F:30])=[CH:26][CH:25]=2)[CH2:16][CH2:15]1)[C:8]1[CH:13]=[CH:12][CH:11]=[CH:10][CH:9]=1.O, predict the reaction product. The product is: [CH2:7]([N:14]1[CH2:15][CH2:16][C:17]2([CH2:21][NH:20][CH2:19][CH:18]2[C:24]2[CH:25]=[CH:26][C:27]([F:30])=[CH:28][CH:29]=2)[CH2:31][CH2:32]1)[C:8]1[CH:9]=[CH:10][CH:11]=[CH:12][CH:13]=1. (3) Given the reactants [Cl:1][C:2]1[CH:3]=[C:4]([CH:18]=[C:19]([O:27][CH:28]2[CH2:32][CH2:31][CH2:30][CH2:29]2)[C:20]=1[O:21][CH:22]1[CH2:26][CH2:25][CH2:24][CH2:23]1)[C:5]([NH:7][C:8]1[CH:17]=[CH:16][C:11]([C:12]([O:14]C)=[O:13])=[CH:10][CH:9]=1)=[O:6], predict the reaction product. The product is: [Cl:1][C:2]1[CH:3]=[C:4]([CH:18]=[C:19]([O:27][CH:28]2[CH2:32][CH2:31][CH2:30][CH2:29]2)[C:20]=1[O:21][CH:22]1[CH2:26][CH2:25][CH2:24][CH2:23]1)[C:5]([NH:7][C:8]1[CH:9]=[CH:10][C:11]([C:12]([OH:14])=[O:13])=[CH:16][CH:17]=1)=[O:6].